This data is from Catalyst prediction with 721,799 reactions and 888 catalyst types from USPTO. The task is: Predict which catalyst facilitates the given reaction. (1) Reactant: [NH2:1][C:2]1[CH:3]=[CH:4][C:5]([O:12][CH:13]([C:24]2[CH:29]=[CH:28][C:27]([C:30]([F:33])([F:32])[F:31])=[CH:26][CH:25]=2)[C:14]2[CH:19]=[CH:18][C:17]([C:20]([F:23])([F:22])[F:21])=[CH:16][CH:15]=2)=[C:6]([CH:11]=1)[C:7]([O:9][CH3:10])=[O:8].[CH3:34][O:35][C:36]1[CH:37]=[C:38]([N:44]=[C:45]=[O:46])[CH:39]=[CH:40][C:41]=1[O:42][CH3:43]. Product: [F:33][C:30]([F:31])([F:32])[C:27]1[CH:28]=[CH:29][C:24]([CH:13]([C:14]2[CH:15]=[CH:16][C:17]([C:20]([F:21])([F:22])[F:23])=[CH:18][CH:19]=2)[O:12][C:5]2[CH:4]=[CH:3][C:2]([NH:1][C:45]([NH:44][C:38]3[CH:39]=[CH:40][C:41]([O:42][CH3:43])=[C:36]([O:35][CH3:34])[CH:37]=3)=[O:46])=[CH:11][C:6]=2[C:7]([O:9][CH3:10])=[O:8])=[CH:25][CH:26]=1. The catalyst class is: 1. (2) Reactant: [CH2:1]([C:3]1[CH:9]=[CH:8][CH:7]=[C:6]([CH2:10][CH3:11])[C:4]=1[NH2:5])[CH3:2].[ClH:12]. Product: [ClH:12].[CH2:1]([C:3]1[CH:9]=[CH:8][CH:7]=[C:6]([CH2:10][CH3:11])[C:4]=1[NH2:5])[CH3:2]. The catalyst class is: 8. (3) Reactant: C[O:2][C:3]([C@@H:5]1[O:9][C:8](=[O:10])[N:7]([C:11]2[CH:22]=[CH:21][C:14]3[N:15]([CH3:20])[C:16](=[S:19])[CH2:17][S:18][C:13]=3[CH:12]=2)[CH2:6]1)=O.[NH3:23]. Product: [CH3:20][N:15]1[C:14]2[CH:21]=[CH:22][C:11]([N:7]3[CH2:6][CH:5]([C:3]([NH2:23])=[O:2])[O:9][C:8]3=[O:10])=[CH:12][C:13]=2[S:18][CH2:17][C:16]1=[S:19]. The catalyst class is: 5. (4) Reactant: [CH2:1]([C:4]1([S:7]([N:10]2[C:21]3[C:13](=[C:14]([CH3:23])[C:15](=[O:22])[N:16]4[C:20]=3[CH2:19][CH2:18][CH2:17]4)[N:12]([C:24]3[CH:29]=[CH:28][C:27]([Br:30])=[CH:26][C:25]=3[F:31])C2=O)(=[O:9])=[O:8])[CH2:6][CH2:5]1)[CH:2]=[CH2:3]. Product: [Br:30][C:27]1[CH:28]=[CH:29][C:24]([NH:12][C:13]2[C:21]([NH:10][S:7]([C:4]3([CH2:1][CH:2]=[CH2:3])[CH2:6][CH2:5]3)(=[O:8])=[O:9])=[C:20]3[N:16]([CH2:17][CH2:18][CH2:19]3)[C:15](=[O:22])[C:14]=2[CH3:23])=[C:25]([F:31])[CH:26]=1. The catalyst class is: 1. (5) Reactant: [Cl:1][C:2]1[CH:7]=[CH:6][C:5]([C:8](=O)[CH2:9][NH:10][C:11]([CH:13]2[O:18][CH2:17][CH2:16][N:15]([CH2:19][C:20]3[CH:25]=[CH:24][CH:23]=[CH:22][CH:21]=3)[CH2:14]2)=O)=[CH:4][CH:3]=1.FC(F)(F)C([O-])=O.[NH4+:34].O. Product: [Cl:1][C:2]1[CH:7]=[CH:6][C:5]([C:8]2[N:34]=[C:11]([CH:13]3[O:18][CH2:17][CH2:16][N:15]([CH2:19][C:20]4[CH:25]=[CH:24][CH:23]=[CH:22][CH:21]=4)[CH2:14]3)[NH:10][CH:9]=2)=[CH:4][CH:3]=1. The catalyst class is: 2. (6) Reactant: [F:1][C:2]1[CH:8]=[CH:7][C:5]([NH2:6])=[CH:4][CH:3]=1.[O:9]1[CH2:14][CH2:13][C:12](=O)[CH2:11][CH2:10]1.C(O)(=O)C.C([BH3-])#N.[Na+].[OH-].[Na+]. Product: [F:1][C:2]1[CH:8]=[CH:7][C:5]([NH:6][CH:12]2[CH2:13][CH2:14][O:9][CH2:10][CH2:11]2)=[CH:4][CH:3]=1. The catalyst class is: 5.